Dataset: NCI-60 drug combinations with 297,098 pairs across 59 cell lines. Task: Regression. Given two drug SMILES strings and cell line genomic features, predict the synergy score measuring deviation from expected non-interaction effect. (1) Drug 1: CC1=C(C=C(C=C1)NC2=NC=CC(=N2)N(C)C3=CC4=NN(C(=C4C=C3)C)C)S(=O)(=O)N.Cl. Drug 2: C1CCN(CC1)CCOC2=CC=C(C=C2)C(=O)C3=C(SC4=C3C=CC(=C4)O)C5=CC=C(C=C5)O. Cell line: K-562. Synergy scores: CSS=25.8, Synergy_ZIP=9.19, Synergy_Bliss=13.4, Synergy_Loewe=7.22, Synergy_HSA=13.1. (2) Drug 1: C1C(C(OC1N2C=C(C(=O)NC2=O)F)CO)O. Drug 2: C1=NNC2=C1C(=O)NC=N2. Cell line: T-47D. Synergy scores: CSS=-0.333, Synergy_ZIP=0.886, Synergy_Bliss=1.32, Synergy_Loewe=-0.897, Synergy_HSA=-0.986. (3) Drug 2: C1C(C(OC1N2C=NC(=NC2=O)N)CO)O. Synergy scores: CSS=60.9, Synergy_ZIP=0.347, Synergy_Bliss=-1.89, Synergy_Loewe=0.453, Synergy_HSA=1.19. Cell line: CCRF-CEM. Drug 1: CC(C1=C(C=CC(=C1Cl)F)Cl)OC2=C(N=CC(=C2)C3=CN(N=C3)C4CCNCC4)N. (4) Drug 1: CS(=O)(=O)C1=CC(=C(C=C1)C(=O)NC2=CC(=C(C=C2)Cl)C3=CC=CC=N3)Cl. Drug 2: CC(C)CN1C=NC2=C1C3=CC=CC=C3N=C2N. Cell line: UACC-257. Synergy scores: CSS=-0.180, Synergy_ZIP=1.06, Synergy_Bliss=0.595, Synergy_Loewe=-2.28, Synergy_HSA=-2.34. (5) Synergy scores: CSS=23.4, Synergy_ZIP=-1.05, Synergy_Bliss=8.84, Synergy_Loewe=4.39, Synergy_HSA=4.30. Drug 1: C1CCN(CC1)CCOC2=CC=C(C=C2)C(=O)C3=C(SC4=C3C=CC(=C4)O)C5=CC=C(C=C5)O. Cell line: HT29. Drug 2: C1=CC(=CC=C1CCCC(=O)O)N(CCCl)CCCl. (6) Cell line: TK-10. Drug 1: C1=NC2=C(N=C(N=C2N1C3C(C(C(O3)CO)O)F)Cl)N. Drug 2: C1=NC(=NC(=O)N1C2C(C(C(O2)CO)O)O)N. Synergy scores: CSS=17.2, Synergy_ZIP=-7.03, Synergy_Bliss=-1.76, Synergy_Loewe=-5.58, Synergy_HSA=-2.43. (7) Drug 1: CC1C(C(=O)NC(C(=O)N2CCCC2C(=O)N(CC(=O)N(C(C(=O)O1)C(C)C)C)C)C(C)C)NC(=O)C3=C4C(=C(C=C3)C)OC5=C(C(=O)C(=C(C5=N4)C(=O)NC6C(OC(=O)C(N(C(=O)CN(C(=O)C7CCCN7C(=O)C(NC6=O)C(C)C)C)C)C(C)C)C)N)C. Drug 2: CC1C(C(CC(O1)OC2CC(OC(C2O)C)OC3=CC4=CC5=C(C(=O)C(C(C5)C(C(=O)C(C(C)O)O)OC)OC6CC(C(C(O6)C)O)OC7CC(C(C(O7)C)O)OC8CC(C(C(O8)C)O)(C)O)C(=C4C(=C3C)O)O)O)O. Synergy scores: CSS=41.6, Synergy_ZIP=5.02, Synergy_Bliss=4.63, Synergy_Loewe=1.98, Synergy_HSA=5.12. Cell line: NCI-H522.